Dataset: Catalyst prediction with 721,799 reactions and 888 catalyst types from USPTO. Task: Predict which catalyst facilitates the given reaction. (1) Reactant: [NH2:1][CH2:2][CH2:3][CH2:4][C:5]1[CH:10]=[CH:9][C:8]([OH:11])=[CH:7][CH:6]=1.[C:12]([O:16][C:17]([CH3:20])([CH3:19])[CH3:18])(=[O:15])[CH:13]=[CH2:14]. Product: [OH:11][C:8]1[CH:7]=[CH:6][C:5]([CH2:4][CH2:3][CH2:2][NH:1][CH2:14][CH2:13][C:12]([O:16][C:17]([CH3:20])([CH3:19])[CH3:18])=[O:15])=[CH:10][CH:9]=1. The catalyst class is: 5. (2) Reactant: Br[C:2]1[C:7](=[O:8])[N:6]([CH2:9][C:10]2[CH:15]=[CH:14][C:13]([C:16]3[C:17]([C:22]#[N:23])=[CH:18][CH:19]=[CH:20][CH:21]=3)=[CH:12][CH:11]=2)[C:5]([CH2:24][CH2:25][CH3:26])=[N:4][C:3]=1[CH2:27][CH3:28].[F:29][C:30]1[CH:31]=[C:32](B(O)O)[CH:33]=[CH:34][C:35]=1[O:36][CH:37]([CH3:39])[CH3:38].C(=O)([O-])[O-].[Cs+].[Cs+]. Product: [CH2:27]([C:3]1[N:4]=[C:5]([CH2:24][CH2:25][CH3:26])[N:6]([CH2:9][C:10]2[CH:11]=[CH:12][C:13]([C:16]3[C:17]([C:22]#[N:23])=[CH:18][CH:19]=[CH:20][CH:21]=3)=[CH:14][CH:15]=2)[C:7](=[O:8])[C:2]=1[C:32]1[CH:33]=[CH:34][C:35]([O:36][CH:37]([CH3:38])[CH3:39])=[C:30]([F:29])[CH:31]=1)[CH3:28]. The catalyst class is: 439. (3) Reactant: [C:1]([OH:6])#[C:2][CH2:3][CH2:4][OH:5].[H-].[Na+].[C:9](Cl)(=[O:11])[CH3:10]. Product: [CH2:1]([OH:6])[C:2]#[C:3][CH2:4][OH:5].[CH3:10][C:9]([O-:11])=[O:5]. The catalyst class is: 1. (4) Reactant: C(OC([NH:8][CH2:9][C:10]1[CH:11]=[C:12]([C:16]2[CH:21]=[CH:20][CH:19]=[C:18]([C:22]#[C:23][C:24]3[CH:29]=[CH:28][CH:27]=[CH:26][C:25]=3[CH2:30][C:31]([O:33]C)=[O:32])[CH:17]=2)[CH:13]=[CH:14][CH:15]=1)=O)(C)(C)C.C(O)(C(F)(F)F)=O.[Li+].[OH-]. Product: [NH2:8][CH2:9][C:10]1[CH:11]=[C:12]([C:16]2[CH:21]=[CH:20][CH:19]=[C:18]([CH2:22][CH2:23][C:24]3[CH:29]=[CH:28][CH:27]=[CH:26][C:25]=3[CH2:30][C:31]([OH:33])=[O:32])[CH:17]=2)[CH:13]=[CH:14][CH:15]=1. The catalyst class is: 78. (5) Reactant: [CH3:1][C:2]1[O:3][C:4]([CH3:10])=[CH:5][C:6]=1[C:7]([OH:9])=[O:8].C(=O)([O-])[O-].[K+].[K+].[CH3:17][O:18][CH2:19][CH2:20][O:21][CH2:22]Cl. Product: [CH3:17][O:18][CH2:19][CH2:20][O:21][CH2:22][O:8][C:7]([C:6]1[CH:5]=[C:4]([CH3:10])[O:3][C:2]=1[CH3:1])=[O:9]. The catalyst class is: 18. (6) Reactant: I[C:2]1[C:3]([CH3:10])=[C:4]([CH:7]=[CH:8][CH:9]=1)[C:5]#[N:6].[Cl:11][CH2:12][C:13](N(OC)C)=[O:14].C([Li])CCC. Product: [Cl:11][CH2:12][C:13]([C:2]1[C:3]([CH3:10])=[C:4]([CH:7]=[CH:8][CH:9]=1)[C:5]#[N:6])=[O:14]. The catalyst class is: 1. (7) Product: [CH2:1]([N:3]([CH2:20][CH3:21])[CH2:4][CH2:5][NH:6][C:30]([C:28]1[NH:29][C:25]2[CH:24]=[C:23]([I:22])[CH:36]=[CH:35][C:26]=2[N:27]=1)=[O:32])[CH3:2]. The catalyst class is: 429. Reactant: [CH2:1]([N:3]([CH2:20][CH3:21])[CH2:4][CH2:5][NH:6]C(C1C=CC2C(=CC=C(I)C=2)C=1)=O)[CH3:2].[I:22][C:23]1[CH:36]=[CH:35][C:26]2[N:27]=[C:28]([C:30]([O:32]CC)=O)[NH:29][C:25]=2[CH:24]=1.IC1C2C=C(C(OC)=O)SC=2C=CC=1.